Dataset: Forward reaction prediction with 1.9M reactions from USPTO patents (1976-2016). Task: Predict the product of the given reaction. Given the reactants [CH3:1][C:2]1[S:3][CH:4]=[C:5]([CH2:7]Cl)[N:6]=1.[C:9]1([PH:15](=[O:22])[C:16]2[CH:21]=[CH:20][CH:19]=[CH:18][CH:17]=2)[CH:14]=[CH:13][CH:12]=[CH:11][CH:10]=1.C(=O)([O-])[O-].[Cs+].[Cs+].OS([O-])(=O)=O.[Na+], predict the reaction product. The product is: [CH3:1][C:2]1[S:3][CH:4]=[C:5]([CH2:7][P:15](=[O:22])([C:16]2[CH:17]=[CH:18][CH:19]=[CH:20][CH:21]=2)[C:9]2[CH:14]=[CH:13][CH:12]=[CH:11][CH:10]=2)[N:6]=1.